From a dataset of Cav3 T-type calcium channel HTS with 100,875 compounds. Binary Classification. Given a drug SMILES string, predict its activity (active/inactive) in a high-throughput screening assay against a specified biological target. (1) The drug is O=C(NC1C2CC3CC1CC(C2)C3)CN1CCOCC1. The result is 0 (inactive). (2) The drug is S(c1n(c2c(cccc2)C)c(nn1)c1ccncc1)CC(=O)NCc1sccc1. The result is 0 (inactive).